Dataset: Forward reaction prediction with 1.9M reactions from USPTO patents (1976-2016). Task: Predict the product of the given reaction. Given the reactants [NH2:1][CH2:2][CH:3]([OH:6])[CH2:4][CH3:5].[H-].[Na+].[NH2:9][C:10]1[CH:17]=[CH:16][CH:15]=[C:14](F)[C:11]=1[C:12]#[N:13], predict the reaction product. The product is: [NH2:9][C:10]1[CH:17]=[CH:16][CH:15]=[C:14]([O:6][CH:3]([CH2:2][NH2:1])[CH2:4][CH3:5])[C:11]=1[C:12]#[N:13].